Predict the reactants needed to synthesize the given product. From a dataset of Retrosynthesis with 50K atom-mapped reactions and 10 reaction types from USPTO. (1) Given the product C[C@@H](Oc1cc(-c2ccc3c(c2)NC(=O)C3(C)C)cn2ncc(C3CC3)c12)[C@H]1CNC(=O)C1, predict the reactants needed to synthesize it. The reactants are: CC1(C)C(=O)Nc2ccccc21.C[C@@H](Oc1cc(Cl)cn2ncc(C3CC3)c12)[C@H]1CNC(=O)C1. (2) Given the product COc1ncc(-c2nc(NC(=O)C3(c4ccc5c(c4)OC(F)(F)O5)CC3)ccc2C)cc1C(=O)N(C)C, predict the reactants needed to synthesize it. The reactants are: CNC.COc1ncc(-c2nc(NC(=O)C3(c4ccc5c(c4)OC(F)(F)O5)CC3)ccc2C)cc1C(=O)O. (3) Given the product CN(C)CCCNS(=O)(=O)c1ccc(Nc2ncc(C#N)c(N)n2)cc1, predict the reactants needed to synthesize it. The reactants are: CN(C)CCCN.N#Cc1cnc(Nc2ccc(S(=O)(=O)F)cc2)nc1N. (4) The reactants are: CCOC(=O)CP(=O)(OCC)OCC.COc1cccc(-c2c(C)cc3cc(OC)ccc3c2Oc2ccc(C=O)cc2)c1. Given the product CCOC(=O)/C=C/c1ccc(Oc2c(-c3cccc(OC)c3)c(C)cc3cc(OC)ccc23)cc1, predict the reactants needed to synthesize it. (5) Given the product CCOC(=O)c1c(O)c(-c2cccs2)nn(CCC(C)(C)C)c1=O, predict the reactants needed to synthesize it. The reactants are: CC(C)(C)CCBr.CCOC(=O)c1c(O)c(-c2cccs2)n[nH]c1=O. (6) The reactants are: CC(=O)OCC(=O)Cl.Nc1cc(CCl)ccn1. Given the product CC(=O)OCC(=O)Nc1cc(CCl)ccn1, predict the reactants needed to synthesize it. (7) Given the product COC(=O)Cn1c(=O)[nH]c2ccc(C(=O)c3c(C)c(-c4ccc(OCC(=O)OC(C)(C)C)cc4)c4ccccn34)cc2c1=O, predict the reactants needed to synthesize it. The reactants are: CC(C)(C)OC(=O)COc1ccc(B2OC(C)(C)C(C)(C)O2)cc1.COC(=O)Cn1c(=O)[nH]c2ccc(C(=O)c3c(C)c(Br)c4ccccn34)cc2c1=O. (8) Given the product Cc1cc(CN(CCC(C)C)C(=O)OC(C)(C)C)ccc1-c1ccc(NS(C)(=O)=O)cc1, predict the reactants needed to synthesize it. The reactants are: CS(=O)(=O)Cl.Cc1cc(CN(CCC(C)C)C(=O)OC(C)(C)C)ccc1-c1ccc(N)cc1.